Task: Regression. Given two drug SMILES strings and cell line genomic features, predict the synergy score measuring deviation from expected non-interaction effect.. Dataset: NCI-60 drug combinations with 297,098 pairs across 59 cell lines (1) Drug 1: CC1=C(C(=CC=C1)Cl)NC(=O)C2=CN=C(S2)NC3=CC(=NC(=N3)C)N4CCN(CC4)CCO. Drug 2: B(C(CC(C)C)NC(=O)C(CC1=CC=CC=C1)NC(=O)C2=NC=CN=C2)(O)O. Cell line: NCI-H226. Synergy scores: CSS=4.86, Synergy_ZIP=-6.29, Synergy_Bliss=-4.59, Synergy_Loewe=-20.6, Synergy_HSA=-8.70. (2) Drug 1: CC1=C(C=C(C=C1)C(=O)NC2=CC(=CC(=C2)C(F)(F)F)N3C=C(N=C3)C)NC4=NC=CC(=N4)C5=CN=CC=C5. Drug 2: CC=C1C(=O)NC(C(=O)OC2CC(=O)NC(C(=O)NC(CSSCCC=C2)C(=O)N1)C(C)C)C(C)C. Cell line: RPMI-8226. Synergy scores: CSS=28.1, Synergy_ZIP=0.185, Synergy_Bliss=-1.27, Synergy_Loewe=-36.7, Synergy_HSA=0.247. (3) Drug 1: CC1CCC2CC(C(=CC=CC=CC(CC(C(=O)C(C(C(=CC(C(=O)CC(OC(=O)C3CCCCN3C(=O)C(=O)C1(O2)O)C(C)CC4CCC(C(C4)OC)O)C)C)O)OC)C)C)C)OC. Drug 2: C#CCC(CC1=CN=C2C(=N1)C(=NC(=N2)N)N)C3=CC=C(C=C3)C(=O)NC(CCC(=O)O)C(=O)O. Cell line: RPMI-8226. Synergy scores: CSS=58.2, Synergy_ZIP=4.01, Synergy_Bliss=0.884, Synergy_Loewe=-11.3, Synergy_HSA=-1.51.